This data is from Experimentally validated miRNA-target interactions with 360,000+ pairs, plus equal number of negative samples. The task is: Binary Classification. Given a miRNA mature sequence and a target amino acid sequence, predict their likelihood of interaction. (1) The miRNA is hsa-miR-4518 with sequence GCUCAGGGAUGAUAACUGUGCUGAGA. The protein sequence of the target gene is MSGEPELIELRELAPAGRAGKGRTRLERANALRIARGTACNPTRQLVPGRGHRFQPAGPATHTWCDLCGDFIWGVVRKGLQCARLSADCKFTCHYRCRALVCLDCCGPRDLGWEPAVERDTNVDEPVEWETPDLSQAEIEQKIKEYNAQINSNLFMSLNKDGSYTGFIKVQLKLVRPVSVPSSKKPPSLQDARRGPGRGTSVRRRTSFYLPKDAVKHLHVLSRTRAREVIEALLRKFLVVDDPRKFALFERAERHGQVYLRKLLDDEQPLRLRLLAGPSDKALSFVLKENDSGEVNWDAF.... Result: 0 (no interaction). (2) The miRNA is hsa-miR-4422 with sequence AAAAGCAUCAGGAAGUACCCA. The protein sequence of the target gene is MKAADEPAYLTVGTDVSAKYRGAFCEAKIKTVKRLVKVKVLLKQDNTTQLVQDDQVKGPLRVGAIVETRTSDGSIQEAIISKLTDASWYTVVFDDGDERTLRRTSLCLKGERHFAESETLDQLPLTNPEHFGTPVIAKKTNRGRRSSLPITEDEKEEESSEEEDEDKRRLNDELLGKVVSVASTAESTGWYPALVVSPSCNDDVTVKKDQCLVRSFIDSKFYSIARKDIKELDILTLPESELCARPGLRRASVFLKGRIVPDNWKMDISEILESSSSDDEECPAEEHEEEKEKEAKKEEE.... Result: 0 (no interaction). (3) The miRNA is hsa-miR-676-3p with sequence CUGUCCUAAGGUUGUUGAGUU. The protein sequence of the target gene is METMASPGKDNYRMKSYKNNALNPEEMRRRREEEGIQLRKQKREQQLFKRRNVELINEEAAMFDSLLMDSYVSSTTGESVITREMVEMLFSDDSDLQLATTQKFRKLLSKEPSPPIDEVINTPGVVDRFVEFLKRNENCTLQFEAAWALTNIASGTSQQTKIVIEAGAVPIFIELLNSDFEDVQEQAVWALGNIAGDSSLCRDYVLNCSILNPLLTLLTKSTRLTMTRNAVWALSNLCRGKNPPPEFAKVSPCLPVLSRLLFSSDSDLLADACWALSYLSDGPNEKIQAVIDSGVCRRLV.... Result: 0 (no interaction). (4) The miRNA is hsa-miR-5701 with sequence UUAUUGUCACGUUCUGAUU. The protein sequence of the target gene is MRVVRLLRLRAALTLLGEVPRRPASRGVPGSRRTQKGSGARWEKEKHEDGVKWRQLEHKGPYFAPPYEPLPDGVRFFYEGRPVRLSVAAEEVATFYGRMLDHEYTTKEVFRKNFFNDWRKEMAVEEREVIKSLDKCDFTEIHRYFVDKAAARKVLSREEKQKLKEEAEKLQQEFGYCILDGHQEKIGNFKIEPPGLFRGRGDHPKMGMLKRRITPEDVVINCSRDSKIPEPPAGHQWKEVRSDNTVTWLAAWTESVQNSIKYIMLNPCSKLKGETAWQKFETARRLRGFVDEIRSQYRAD.... Result: 1 (interaction). (5) The miRNA is hsa-miR-4282 with sequence UAAAAUUUGCAUCCAGGA. The protein sequence of the target gene is MASTITGSQDCIVNHRGEVDGEPELDISPCQQWGEASSPISRNRDSVMTLQSGCFENIESETYLPLKVSSQIDTQDSSVKFCKNEPQDHQESRRLFVMEESTERKVIKGESCSENLQVKLVSDGQELASPLLNGEATCQNGQLKESLDPIDCNCKDIHGWKSQVVSCSQQRAHTEEKPCDHNNCGKILNTSPDGHPYEKIHTAEKQYECSQCGKNFSQSSELLLHQRDHTEEKPYKCEQCGKGFTRSSSLLIHQAVHTDEKPYKCDKCGKGFTRSSSLLIHHAVHTGEKPYKCDKCGKGF.... Result: 1 (interaction). (6) The miRNA is hsa-miR-6888-3p with sequence AUCUGUCUCGAUUGUUUCCAG. The protein sequence of the target gene is MVQKRTAELQGFHRSFKGQNPFELAFSLDLAQHRDSDFSPQCEARPDMPSSQPIDIPDAKKRGRKKKRCRATDSFSGRFEDVYQLQEDVLGEGAHARVQTCVNLITNQEYAVKIIEKQLGHIRSRVFREVEMLYQCQGHRNVLELIEFFEEEDRFYLVFEKMRGGSILSHIHRRRHFNELEASVVVQDVASALDFLHNKGIAHRDLKPENILCEHPNQVSPVKICDFDLGSGIKLNGDCSPISTPELLTPCGSAEYMAPEVVEAFSEEASIYDKRCDLWSLGVILYILLSGYPPFVGHCG.... Result: 0 (no interaction). (7) The miRNA is ath-miR400 with sequence UAUGAGAGUAUUAUAAGUCAC. The protein sequence of the target gene is MRRSTTISIASKANKFLNLCLLQKGNPVIVPFISRFWGRTFSTKRSSMNLEEEIDLFCKMIQSRPLPSIVDFSKVLSKIAKSKNYDLVISLFHHMEVCGIGHDLYSYNIVINCLCRCSRFVIALSVVGKMMKFGYEPDVVTVSSLINGFCQGNRVFDAIDLVSKMEEMGFRPDVVIYNTIIDGSCKIGLVNDAVELFDRMERDGVRADAVTYNSLVAGLCCSGRWSDAARLMRDMVMRDIVPNVITFTAVIDVFVKEGKFSEAMKLYEEMTRRCVDPDVFTYNSLINGLCMHGRVDEAKQ.... Result: 1 (interaction).